Dataset: Forward reaction prediction with 1.9M reactions from USPTO patents (1976-2016). Task: Predict the product of the given reaction. (1) Given the reactants CC(P(C(C)(C)C)[C:6]1[C:11]([C:12]2C=CC=C[CH:13]=2)=[CH:10][CH:9]=[CH:8][CH:7]=1)(C)C.[C:22]1([C:28]#[C:29][P:30](=[O:35])([OH:34])[O:31][CH2:32][CH3:33])[CH:27]=[CH:26][CH:25]=[CH:24][CH:23]=1.C(C1CCCCC=1)#C, predict the reaction product. The product is: [CH2:32]([O:31][P:30]1(=[O:34])[CH:29]=[C:28]([C:22]2[CH:23]=[CH:24][CH:25]=[CH:26][CH:27]=2)[CH:13]=[C:12]([C:11]2[CH2:6][CH2:7][CH2:8][CH2:9][CH:10]=2)[O:35]1)[CH3:33]. (2) Given the reactants [CH:1]1[C:10]2[N:9]3[CH:11]=[CH:12][CH:13]=[C:8]3[C:7]3([CH2:18][CH2:17][N:16]([C:19]([O:21][C:22]([CH3:25])([CH3:24])[CH3:23])=[O:20])[CH2:15][CH2:14]3)[O:6][C:5]=2[N:4]=[CH:3][CH:2]=1.[F:26][C:27]([F:42])([F:41])[S+]1C2C=CC=CC=2C2C=CC=CC1=2.O, predict the reaction product. The product is: [F:26][C:27]([F:42])([F:41])[C:11]1[N:9]2[C:10]3[CH:1]=[CH:2][CH:3]=[N:4][C:5]=3[O:6][C:7]3([CH2:18][CH2:17][N:16]([C:19]([O:21][C:22]([CH3:25])([CH3:24])[CH3:23])=[O:20])[CH2:15][CH2:14]3)[C:8]2=[CH:13][CH:12]=1.